This data is from NCI-60 drug combinations with 297,098 pairs across 59 cell lines. The task is: Regression. Given two drug SMILES strings and cell line genomic features, predict the synergy score measuring deviation from expected non-interaction effect. Drug 1: CCCS(=O)(=O)NC1=C(C(=C(C=C1)F)C(=O)C2=CNC3=C2C=C(C=N3)C4=CC=C(C=C4)Cl)F. Drug 2: CC1=C(C=C(C=C1)NC2=NC=CC(=N2)N(C)C3=CC4=NN(C(=C4C=C3)C)C)S(=O)(=O)N.Cl. Cell line: NCI/ADR-RES. Synergy scores: CSS=2.39, Synergy_ZIP=1.17, Synergy_Bliss=5.50, Synergy_Loewe=4.69, Synergy_HSA=3.31.